Task: Regression/Classification. Given a drug SMILES string, predict its absorption, distribution, metabolism, or excretion properties. Task type varies by dataset: regression for continuous measurements (e.g., permeability, clearance, half-life) or binary classification for categorical outcomes (e.g., BBB penetration, CYP inhibition). Dataset: cyp2c19_veith.. Dataset: CYP2C19 inhibition data for predicting drug metabolism from PubChem BioAssay (1) The drug is Cc1nc(-c2c(C(F)(F)F)noc2-c2ccc(O)cc2O)cs1. The result is 1 (inhibitor). (2) The compound is CN(C)Cc1ccccc1-c1cncnc1NCc1cccs1. The result is 0 (non-inhibitor). (3) The compound is O=C(c1ccncc1)N1CCC2(CCCN(c3ncccn3)C2)CC1. The result is 1 (inhibitor). (4) The compound is CC(C)CC(C(=O)OCC(=O)Nc1ncc(Cl)cc1Cl)N1C(=O)c2ccccc2C1=O. The result is 1 (inhibitor). (5) The compound is COc1cc(CNC(C)(C)CO)ccc1OCC(=O)Nc1ccc(Br)cc1. The result is 1 (inhibitor). (6) The molecule is O=S(=O)(c1cc(-c2nc3ccccc3s2)ccc1Cl)N1CCOCC1. The result is 1 (inhibitor). (7) The compound is COc1ccccc1CNC(=O)C/C(C)=N/NC(=O)Cc1ccccc1. The result is 0 (non-inhibitor). (8) The drug is CCOc1ccccc1C1C(C(N)=O)=C(C)Nc2nc(-c3ccc(OC)cc3)nn21. The result is 1 (inhibitor).